This data is from Full USPTO retrosynthesis dataset with 1.9M reactions from patents (1976-2016). The task is: Predict the reactants needed to synthesize the given product. (1) The reactants are: [Br:1][C:2]1[CH:3]=[C:4]([C@@:8]2([CH3:20])[NH:13][C:12](=S)[C@:11]([CH3:19])([C:15]([F:18])([F:17])[F:16])[O:10][CH2:9]2)[CH:5]=[CH:6][CH:7]=1.[NH4+:21].[OH-].C(OO)(C)(C)C.S(S([O-])=O)([O-])(=O)=O.[Na+].[Na+].C([O-])([O-])=O.[K+].[K+]. Given the product [Br:1][C:2]1[CH:3]=[C:4]([C@:8]2([CH3:20])[CH2:9][O:10][C@@:11]([CH3:19])([C:15]([F:18])([F:17])[F:16])[C:12]([NH2:21])=[N:13]2)[CH:5]=[CH:6][CH:7]=1, predict the reactants needed to synthesize it. (2) Given the product [F:6][O:5][P:3]([CH2:7][C:8]1[CH:13]=[CH:12][C:11]([CH2:14][N:15]([CH2:27][C:28]2[CH:33]=[CH:32][C:31]([C:34]3[CH:35]=[C:36]([CH2:40][C:41]([OH:43])=[O:42])[CH:37]=[CH:38][CH:39]=3)=[CH:30][CH:29]=2)[S:16]([C:19]2[CH:24]=[CH:23][CH:22]=[CH:21][C:20]=2[O:25][CH3:26])(=[O:18])=[O:17])=[CH:10][C:9]=1[Cl:45])([O:2][F:1])=[O:4], predict the reactants needed to synthesize it. The reactants are: [F:1][O:2][P:3]([CH2:7][C:8]1[CH:13]=[CH:12][C:11]([CH2:14][N:15]([CH2:27][C:28]2[CH:33]=[CH:32][C:31]([C:34]3[CH:35]=[C:36]([CH2:40][C:41]([O:43]C)=[O:42])[CH:37]=[CH:38][CH:39]=3)=[CH:30][CH:29]=2)[S:16]([C:19]2[CH:24]=[CH:23][CH:22]=[CH:21][C:20]=2[O:25][CH3:26])(=[O:18])=[O:17])=[CH:10][C:9]=1[Cl:45])([O:5][F:6])=[O:4]. (3) Given the product [F:34][C:35]1[CH:36]=[C:37]([C@@H:42]2[CH2:46][N:45]([CH2:47][CH2:48][O:49][CH3:50])[CH2:44][C@H:43]2[NH:51][C:17]([NH:16][C:13]2[N:12]([C:26]3[CH:31]=[CH:30][CH:29]=[CH:28][CH:27]=3)[N:11]=[C:10]([C:6]3[O:7][C:8](=[O:9])[N:4]([CH:1]([CH3:3])[CH3:2])[N:5]=3)[C:14]=2[CH3:15])=[O:25])[CH:38]=[CH:39][C:40]=1[F:41], predict the reactants needed to synthesize it. The reactants are: [CH:1]([N:4]1[C:8](=[O:9])[O:7][C:6]([C:10]2[C:14]([CH3:15])=[C:13]([NH:16][C:17](=[O:25])OC3C=CC=CC=3)[N:12]([C:26]3[CH:31]=[CH:30][CH:29]=[CH:28][CH:27]=3)[N:11]=2)=[N:5]1)([CH3:3])[CH3:2].Cl.Cl.[F:34][C:35]1[CH:36]=[C:37]([C@@H:42]2[CH2:46][N:45]([CH2:47][CH2:48][O:49][CH3:50])[CH2:44][C@H:43]2[NH2:51])[CH:38]=[CH:39][C:40]=1[F:41].CCN(C(C)C)C(C)C. (4) Given the product [NH2:29][CH2:30][CH2:31][CH2:32][CH2:33][NH:34][C:6](=[O:8])[C:5]1[CH:4]=[CH:3][C:2]([O:1][CH2:13][CH:14]([CH3:16])[CH3:15])=[CH:11][CH:10]=1, predict the reactants needed to synthesize it. The reactants are: [OH:1][C:2]1[CH:11]=[CH:10][C:5]([C:6]([O:8]C)=O)=[CH:4][CH:3]=1.I[CH2:13][CH:14]([CH3:16])[CH3:15].Cl.Cl.C([NH:29][CH2:30][CH2:31][CH2:32][CH2:33][NH2:34])(OCC1C=CC=CC=1)=O.C1CCC(N=C=NC2CCCCC2)CC1.C1C=CC2N(O)N=NC=2C=1. (5) Given the product [C:11]([O:15][C:16]([N:18]1[CH2:23][CH2:22][N:21]([C:2]2[N:7]=[CH:6][N:5]=[C:4]3[NH:8][N:9]=[CH:10][C:3]=23)[CH2:20][CH2:19]1)=[O:17])([CH3:14])([CH3:12])[CH3:13], predict the reactants needed to synthesize it. The reactants are: Cl[C:2]1[N:7]=[CH:6][N:5]=[C:4]2[NH:8][N:9]=[CH:10][C:3]=12.[C:11]([O:15][C:16]([N:18]1[CH2:23][CH2:22][NH:21][CH2:20][CH2:19]1)=[O:17])([CH3:14])([CH3:13])[CH3:12].C(N(C(C)C)CC)(C)C.C([O-])(O)=O.[Na+].